Dataset: Reaction yield outcomes from USPTO patents with 853,638 reactions. Task: Predict the reaction yield, written as a fraction of the theoretical maximum amount of product (1.0 means a 100% yield; for example, 0.34 means a 34% yield). (1) The reactants are [C:1]([CH2:3][C:4]1([N:25]2[CH:29]=[C:28]([C:30]3[C:31]([CH3:36])=[N:32][NH:33][C:34]=3[CH3:35])[CH:27]=[N:26]2)[CH2:7][N:6]([C:8]2[C:22]([F:23])=[CH:21][C:11]([C:12]([NH:14][C@@H:15]([CH3:20])[C:16]([F:19])([F:18])[F:17])=[O:13])=[C:10]([F:24])[CH:9]=2)[CH2:5]1)#[N:2].[P:37](=[O:41])([OH:40])([OH:39])[OH:38].CCCCCCC. The catalyst is CO.C(O)(C)C. The product is [P:37](=[O:38])([OH:41])([OH:40])[OH:39].[C:1]([CH2:3][C:4]1([N:25]2[CH:29]=[C:28]([C:30]3[C:34]([CH3:35])=[N:33][NH:32][C:31]=3[CH3:36])[CH:27]=[N:26]2)[CH2:7][N:6]([C:8]2[C:22]([F:23])=[CH:21][C:11]([C:12]([NH:14][C@@H:15]([CH3:20])[C:16]([F:19])([F:18])[F:17])=[O:13])=[C:10]([F:24])[CH:9]=2)[CH2:5]1)#[N:2]. The yield is 0.899. (2) The reactants are S(=O)(=O)(O)O.[I:6][C:7]1[CH:8]=[C:9]2[C:13](=[CH:14][CH:15]=1)[N:12]([CH2:16][CH2:17][CH3:18])[C:11](=[O:19])C2=O.C(=O)([O-])O.[Na+].CO.CO[CH:30]([O:33][CH3:34])[O:31][CH3:32]. No catalyst specified. The product is [I:6][C:7]1[CH:15]=[C:14]2[C:13](=[CH:9][CH:8]=1)[N:12]([CH2:16][CH2:17][CH3:18])[C:11](=[O:19])[C:30]2([O:31][CH3:32])[O:33][CH3:34]. The yield is 1.00. (3) The reactants are Cl[C:2]1[CH:7]=[C:6]([Cl:8])[N:5]=[N:4][C:3]=1[C:9]([O:11][CH2:12][CH3:13])=[O:10].[CH3:14][C:15]1[CH:20]=[C:19]([CH3:21])[N:18]=[C:17]([NH2:22])[CH:16]=1. The catalyst is C(#N)C. The product is [Cl:8][C:6]1[N:5]=[N:4][C:3]([C:9]([O:11][CH2:12][CH3:13])=[O:10])=[C:2]([NH:22][C:17]2[CH:16]=[C:15]([CH3:14])[CH:20]=[C:19]([CH3:21])[N:18]=2)[CH:7]=1. The yield is 0.150. (4) The reactants are CO.[OH:3][CH2:4][CH:5]1[CH2:10][CH2:9][N:8]([CH2:11][CH2:12][O:13][C:14]2[CH:19]=[CH:18][C:17]([OH:20])=[CH:16][CH:15]=2)[CH2:7][CH2:6]1.Cl[C:22]1[O:23][C:24]2[CH:30]=[CH:29][CH:28]=[CH:27][C:25]=2[N:26]=1.C([O-])([O-])=O.[Cs+].[Cs+]. The catalyst is CC(C)=O.C(Cl)Cl. The product is [O:23]1[C:24]2[CH:30]=[CH:29][CH:28]=[CH:27][C:25]=2[N:26]=[C:22]1[O:20][C:17]1[CH:18]=[CH:19][C:14]([O:13][CH2:12][CH2:11][N:8]2[CH2:7][CH2:6][CH:5]([CH2:4][OH:3])[CH2:10][CH2:9]2)=[CH:15][CH:16]=1. The yield is 0.183. (5) The reactants are [CH2:1]([O:3][C:4]([C:6]1[CH:37]=[CH:36][C:9]([NH:10][C:11]2[N:12]=[C:13]([CH3:35])[C:14]3[CH:20]=[CH:19][C:18](=[O:21])[N:17]([C:22]4[CH:34]=[CH:33][C:25]([C:26]([O:28]C(C)(C)C)=[O:27])=[CH:24][CH:23]=4)[C:15]=3[N:16]=2)=[CH:8][CH:7]=1)=[O:5])[CH3:2].FC(F)(F)C(O)=O. The catalyst is C(Cl)Cl. The product is [CH2:1]([O:3][C:4]([C:6]1[CH:7]=[CH:8][C:9]([NH:10][C:11]2[N:12]=[C:13]([CH3:35])[C:14]3[CH:20]=[CH:19][C:18](=[O:21])[N:17]([C:22]4[CH:23]=[CH:24][C:25]([C:26]([OH:28])=[O:27])=[CH:33][CH:34]=4)[C:15]=3[N:16]=2)=[CH:36][CH:37]=1)=[O:5])[CH3:2]. The yield is 0.840. (6) The reactants are Cl[C:2]1[N:7]=[C:6]([C:8]2[N:12]3[CH:13]=[CH:14][CH:15]=[CH:16][C:11]3=[N:10][C:9]=2[C:17]2[CH:18]=[CH:19][C:20]([O:34][CH:35]([CH3:37])[CH3:36])=[C:21]([CH:33]=2)[C:22]([NH:24][C:25]2[C:30]([F:31])=[CH:29][CH:28]=[CH:27][C:26]=2[F:32])=[O:23])[CH:5]=[CH:4][N:3]=1.[CH3:38][O:39][C:40]1[CH:46]=[C:45]([CH2:47][CH2:48][N:49]2[CH2:54][CH2:53][N:52]([CH3:55])[CH2:51][CH2:50]2)[CH:44]=[CH:43][C:41]=1[NH2:42]. No catalyst specified. The product is [F:32][C:26]1[CH:27]=[CH:28][CH:29]=[C:30]([F:31])[C:25]=1[NH:24][C:22](=[O:23])[C:21]1[CH:33]=[C:17]([C:9]2[N:10]=[C:11]3[CH:16]=[CH:15][CH:14]=[CH:13][N:12]3[C:8]=2[C:6]2[CH:5]=[CH:4][N:3]=[C:2]([NH:42][C:41]3[CH:43]=[CH:44][C:45]([CH2:47][CH2:48][N:49]4[CH2:50][CH2:51][N:52]([CH3:55])[CH2:53][CH2:54]4)=[CH:46][C:40]=3[O:39][CH3:38])[N:7]=2)[CH:18]=[CH:19][C:20]=1[O:34][CH:35]([CH3:37])[CH3:36]. The yield is 0.510. (7) The reactants are [Br:1][C:2]1[CH:7]=[CH:6][C:5]([NH:8]C(=O)C)=[C:4]([N+:12]([O-:14])=[O:13])[CH:3]=1.O.[OH-].[K+]. The catalyst is CO. The product is [Br:1][C:2]1[CH:7]=[CH:6][C:5]([NH2:8])=[C:4]([N+:12]([O-:14])=[O:13])[CH:3]=1. The yield is 0.950. (8) The reactants are [CH:1]1([C:4]([NH:6][C:7]2[C:15]3[C:10](=[N:11][CH:12]=[C:13]([O:30][CH2:31][CH2:32][O:33][CH3:34])[C:14]=3[N:16]3[CH2:21][CH2:20][CH2:19][C@@H:18]([NH:22]C(=O)OC(C)(C)C)[CH2:17]3)[NH:9][CH:8]=2)=[O:5])[CH2:3][CH2:2]1.[ClH:35]. The catalyst is CC(O)C. The product is [ClH:35].[NH2:22][C@@H:18]1[CH2:19][CH2:20][CH2:21][N:16]([C:14]2[C:13]([O:30][CH2:31][CH2:32][O:33][CH3:34])=[CH:12][N:11]=[C:10]3[NH:9][CH:8]=[C:7]([NH:6][C:4]([CH:1]4[CH2:2][CH2:3]4)=[O:5])[C:15]=23)[CH2:17]1. The yield is 0.907. (9) The reactants are Cl[C:2]1[CH:7]=[C:6]([C:8]#[N:9])[CH:5]=[CH:4][N:3]=1.[CH2:10]([NH2:16])[CH2:11][CH2:12][CH2:13][CH2:14][CH3:15].O. The catalyst is CN1CCCC1=O. The product is [CH2:10]([NH:16][C:2]1[CH:7]=[C:6]([CH:5]=[CH:4][N:3]=1)[C:8]#[N:9])[CH2:11][CH2:12][CH2:13][CH2:14][CH3:15]. The yield is 0.460. (10) No catalyst specified. The yield is 0.320. The product is [Br:8][C:3]1[C:4]([CH3:7])=[N:5][O:6][C:2]=1[NH:1][S:22]([C:19]1[S:20][CH:21]=[C:17]([CH2:9][CH2:10][C:11]2[CH:16]=[CH:15][CH:14]=[CH:13][CH:12]=2)[CH:18]=1)(=[O:23])=[O:24]. The reactants are [NH2:1][C:2]1[O:6][N:5]=[C:4]([CH3:7])[C:3]=1[Br:8].[CH2:9]([C:17]1[CH:18]=[C:19]([S:22](Cl)(=[O:24])=[O:23])[S:20][CH:21]=1)[CH2:10][C:11]1[CH:16]=[CH:15][CH:14]=[CH:13][CH:12]=1.